This data is from Full USPTO retrosynthesis dataset with 1.9M reactions from patents (1976-2016). The task is: Predict the reactants needed to synthesize the given product. Given the product [F:22][C:23]([F:36])([F:37])[C:24]1[CH:25]=[C:26]([CH:29]=[C:30]([C:32]([F:35])([F:33])[F:34])[CH:31]=1)[CH2:27][NH:28][CH2:16][C:7]1[CH:8]=[N:9][C:10]2[C:15]([C:6]=1[N:5]([CH2:18][CH:19]1[CH2:21][CH2:20]1)[CH2:4][CH:1]1[CH2:3][CH2:2]1)=[CH:14][CH:13]=[CH:12][CH:11]=2, predict the reactants needed to synthesize it. The reactants are: [CH:1]1([CH2:4][N:5]([CH2:18][CH:19]2[CH2:21][CH2:20]2)[C:6]2[C:15]3[C:10](=[CH:11][CH:12]=[CH:13][CH:14]=3)[N:9]=[CH:8][C:7]=2[CH:16]=O)[CH2:3][CH2:2]1.[F:22][C:23]([F:37])([F:36])[C:24]1[CH:25]=[C:26]([CH:29]=[C:30]([C:32]([F:35])([F:34])[F:33])[CH:31]=1)[CH2:27][NH2:28].C([BH3-])#N.[Na+].